Dataset: NCI-60 drug combinations with 297,098 pairs across 59 cell lines. Task: Regression. Given two drug SMILES strings and cell line genomic features, predict the synergy score measuring deviation from expected non-interaction effect. (1) Drug 1: CCC1(CC2CC(C3=C(CCN(C2)C1)C4=CC=CC=C4N3)(C5=C(C=C6C(=C5)C78CCN9C7C(C=CC9)(C(C(C8N6C)(C(=O)OC)O)OC(=O)C)CC)OC)C(=O)OC)O.OS(=O)(=O)O. Drug 2: CCCCCOC(=O)NC1=NC(=O)N(C=C1F)C2C(C(C(O2)C)O)O. Cell line: NCIH23. Synergy scores: CSS=3.01, Synergy_ZIP=-0.771, Synergy_Bliss=1.20, Synergy_Loewe=-2.65, Synergy_HSA=-0.424. (2) Drug 1: CCC1=CC2CC(C3=C(CN(C2)C1)C4=CC=CC=C4N3)(C5=C(C=C6C(=C5)C78CCN9C7C(C=CC9)(C(C(C8N6C)(C(=O)OC)O)OC(=O)C)CC)OC)C(=O)OC.C(C(C(=O)O)O)(C(=O)O)O. Drug 2: CC(C)CN1C=NC2=C1C3=CC=CC=C3N=C2N. Cell line: HCT-15. Synergy scores: CSS=12.4, Synergy_ZIP=-3.04, Synergy_Bliss=-0.211, Synergy_Loewe=-4.17, Synergy_HSA=-0.806.